This data is from Full USPTO retrosynthesis dataset with 1.9M reactions from patents (1976-2016). The task is: Predict the reactants needed to synthesize the given product. (1) Given the product [C:36]([O:40][C:41]([N:43]([CH3:49])[C@@H:44]([CH3:48])[C:45]([NH:1][C@@H:2]([C:32]([CH3:35])([CH3:34])[CH3:33])[C:3]([N:5]1[C@H:14]([C:15](=[O:27])[NH:16][C@H:17]2[C:26]3[C:21](=[CH:22][CH:23]=[CH:24][CH:25]=3)[CH2:20][CH2:19][CH2:18]2)[CH2:13][C:12]2[C:7](=[CH:8][C:9]([C:28]([O:30][CH3:31])=[O:29])=[CH:10][CH:11]=2)[CH2:6]1)=[O:4])=[O:46])=[O:42])([CH3:39])([CH3:38])[CH3:37], predict the reactants needed to synthesize it. The reactants are: [NH2:1][C@@H:2]([C:32]([CH3:35])([CH3:34])[CH3:33])[C:3]([N:5]1[C@H:14]([C:15](=[O:27])[NH:16][C@H:17]2[C:26]3[C:21](=[CH:22][CH:23]=[CH:24][CH:25]=3)[CH2:20][CH2:19][CH2:18]2)[CH2:13][C:12]2[C:7](=[CH:8][C:9]([C:28]([O:30][CH3:31])=[O:29])=[CH:10][CH:11]=2)[CH2:6]1)=[O:4].[C:36]([O:40][C:41]([N:43]([CH3:49])[C@@H:44]([CH3:48])[C:45](O)=[O:46])=[O:42])([CH3:39])([CH3:38])[CH3:37].C(Cl)CCl.N1C2C(=NC=CC=2)N(O)N=1.CN1CCOCC1. (2) Given the product [C:39]([N:14]1[CH2:13][CH2:12][C:11]2[C:16](=[CH:17][CH:18]=[C:9]([NH:8][C:5]3[N:4]=[C:3]([NH:19][C@@H:20]4[CH2:25][CH2:24][CH2:23][N:22]([C:26](=[O:29])[CH:27]=[CH2:28])[CH2:21]4)[C:2]([F:1])=[CH:7][N:6]=3)[CH:10]=2)[CH2:15]1)(=[O:41])[CH3:40], predict the reactants needed to synthesize it. The reactants are: [F:1][C:2]1[C:3]([NH:19][C@@H:20]2[CH2:25][CH2:24][CH2:23][N:22]([C:26](=[O:29])[CH:27]=[CH2:28])[CH2:21]2)=[N:4][C:5]([NH:8][C:9]2[CH:10]=[C:11]3[C:16](=[CH:17][CH:18]=2)[CH2:15][NH:14][CH2:13][CH2:12]3)=[N:6][CH:7]=1.CCN(C(C)C)C(C)C.[C:39](Cl)(=[O:41])[CH3:40]. (3) Given the product [Cl:18][C:19]1[CH:24]=[CH:23][C:22]([S:25]([N:11]2[CH2:12][CH2:13][N:8]([C:5]3[CH:6]=[CH:7][C:2]([F:1])=[CH:3][C:4]=3[C:14]([F:16])([F:15])[F:17])[CH2:9][CH2:10]2)(=[O:27])=[O:26])=[CH:21][CH:20]=1, predict the reactants needed to synthesize it. The reactants are: [F:1][C:2]1[CH:7]=[CH:6][C:5]([N:8]2[CH2:13][CH2:12][NH:11][CH2:10][CH2:9]2)=[C:4]([C:14]([F:17])([F:16])[F:15])[CH:3]=1.[Cl:18][C:19]1[CH:24]=[CH:23][C:22]([S:25](Cl)(=[O:27])=[O:26])=[CH:21][CH:20]=1.C(N(C(C)C)CC)(C)C. (4) Given the product [CH3:9][C:10]1[C:14]([C:15]2[NH:19][C:18]3[CH:20]=[C:21]([CH2:24][C:25]([O:8][CH2:7][C:1]4[CH:6]=[CH:5][CH:4]=[CH:3][CH:2]=4)=[O:26])[CH:22]=[CH:23][C:17]=3[N:16]=2)=[C:13]([CH3:28])[O:12][N:11]=1, predict the reactants needed to synthesize it. The reactants are: [C:1]1([CH2:7][OH:8])[CH:6]=[CH:5][CH:4]=[CH:3][CH:2]=1.[CH3:9][C:10]1[C:14]([C:15]2[NH:19][C:18]3[CH:20]=[C:21]([CH2:24][C:25](Cl)=[O:26])[CH:22]=[CH:23][C:17]=3[N:16]=2)=[C:13]([CH3:28])[O:12][N:11]=1. (5) Given the product [N:15]1([CH2:14][CH2:13][O:12][C:11]2[CH:21]=[CH:22][C:8]([C:6]3[CH:5]=[CH:4][N:3]=[C:2]([NH:24][CH2:25][C:26]4[CH:27]=[CH:28][C:29]([C:30]([O:32][CH3:33])=[O:31])=[CH:34][CH:35]=4)[N:7]=3)=[CH:9][CH:10]=2)[CH2:20][CH2:19][O:18][CH2:17][CH2:16]1, predict the reactants needed to synthesize it. The reactants are: Cl[C:2]1[N:7]=[C:6]([C:8]2[CH:22]=[CH:21][C:11]([O:12][CH2:13][CH2:14][N:15]3[CH2:20][CH2:19][O:18][CH2:17][CH2:16]3)=[CH:10][CH:9]=2)[CH:5]=[CH:4][N:3]=1.Cl.[NH2:24][CH2:25][C:26]1[CH:35]=[CH:34][C:29]([C:30]([O:32][CH3:33])=[O:31])=[CH:28][CH:27]=1.C(=O)([O-])[O-].[Cs+].[Cs+].C1C=CC(P(C2C(C3C(P(C4C=CC=CC=4)C4C=CC=CC=4)=CC=C4C=3C=CC=C4)=C3C(C=CC=C3)=CC=2)C2C=CC=CC=2)=CC=1. (6) Given the product [CH:19]12[CH2:25][CH:22]([CH:23]=[CH:24]1)[CH2:21][CH:20]2[NH:26][C:27]1[S:28][CH:2]([CH2:6][CH2:7][N:8]2[C:16](=[O:17])[C:15]3[C:10](=[CH:11][CH:12]=[CH:13][CH:14]=3)[C:9]2=[O:18])[C:3](=[O:5])[N:29]=1, predict the reactants needed to synthesize it. The reactants are: Br[CH:2]([CH2:6][CH2:7][N:8]1[C:16](=[O:17])[C:15]2[C:10](=[CH:11][CH:12]=[CH:13][CH:14]=2)[C:9]1=[O:18])[C:3]([OH:5])=O.[CH:19]12[CH2:25][CH:22]([CH:23]=[CH:24]1)[CH2:21][CH:20]2[NH:26][C:27]([NH2:29])=[S:28].C([O-])(O)=O.[Na+].